From a dataset of NCI-60 drug combinations with 297,098 pairs across 59 cell lines. Regression. Given two drug SMILES strings and cell line genomic features, predict the synergy score measuring deviation from expected non-interaction effect. (1) Drug 1: C1CCN(CC1)CCOC2=CC=C(C=C2)C(=O)C3=C(SC4=C3C=CC(=C4)O)C5=CC=C(C=C5)O. Drug 2: C(CN)CNCCSP(=O)(O)O. Cell line: SR. Synergy scores: CSS=46.0, Synergy_ZIP=18.5, Synergy_Bliss=15.5, Synergy_Loewe=13.1, Synergy_HSA=11.6. (2) Drug 1: CC1=C2C(C(=O)C3(C(CC4C(C3C(C(C2(C)C)(CC1OC(=O)C(C(C5=CC=CC=C5)NC(=O)C6=CC=CC=C6)O)O)OC(=O)C7=CC=CC=C7)(CO4)OC(=O)C)O)C)OC(=O)C. Drug 2: C1CN(CCN1C(=O)CCBr)C(=O)CCBr. Cell line: HL-60(TB). Synergy scores: CSS=88.2, Synergy_ZIP=2.34, Synergy_Bliss=-2.75, Synergy_Loewe=-6.87, Synergy_HSA=-0.875. (3) Drug 1: CC1=C2C(C(=O)C3(C(CC4C(C3C(C(C2(C)C)(CC1OC(=O)C(C(C5=CC=CC=C5)NC(=O)OC(C)(C)C)O)O)OC(=O)C6=CC=CC=C6)(CO4)OC(=O)C)O)C)O. Drug 2: CC1C(C(CC(O1)OC2CC(CC3=C2C(=C4C(=C3O)C(=O)C5=CC=CC=C5C4=O)O)(C(=O)C)O)N)O. Cell line: BT-549. Synergy scores: CSS=51.5, Synergy_ZIP=3.41, Synergy_Bliss=10.0, Synergy_Loewe=11.9, Synergy_HSA=12.7. (4) Drug 1: C1=CN(C=N1)CC(O)(P(=O)(O)O)P(=O)(O)O. Drug 2: CC1CCCC2(C(O2)CC(NC(=O)CC(C(C(=O)C(C1O)C)(C)C)O)C(=CC3=CSC(=N3)C)C)C. Cell line: HCC-2998. Synergy scores: CSS=45.0, Synergy_ZIP=1.33, Synergy_Bliss=-0.504, Synergy_Loewe=-8.74, Synergy_HSA=0.0956. (5) Drug 1: CC1CCC2CC(C(=CC=CC=CC(CC(C(=O)C(C(C(=CC(C(=O)CC(OC(=O)C3CCCCN3C(=O)C(=O)C1(O2)O)C(C)CC4CCC(C(C4)OC)OCCO)C)C)O)OC)C)C)C)OC. Drug 2: C1CN(P(=O)(OC1)NCCCl)CCCl. Cell line: KM12. Synergy scores: CSS=2.45, Synergy_ZIP=-1.92, Synergy_Bliss=-2.67, Synergy_Loewe=-7.15, Synergy_HSA=-2.70.